Dataset: Reaction yield outcomes from USPTO patents with 853,638 reactions. Task: Predict the reaction yield, written as a fraction of the theoretical maximum amount of product (1.0 means a 100% yield; for example, 0.34 means a 34% yield). (1) The reactants are [F:1][C:2]1[C:28]([I:29])=[CH:27][C:5]2[C:6]3[N:10]=[C:9]([C:11]([O:13]CC)=O)[N:8]([CH2:16][C:17]4[N:21]([CH3:22])[N:20]=[CH:19][CH:18]=4)[C:7]=3[CH:23]3[CH2:26][CH:25]([C:4]=2[CH:3]=1)[CH2:24]3.[NH3:30]. No catalyst specified. The product is [F:1][C:2]1[C:28]([I:29])=[CH:27][C:5]2[C:6]3[N:10]=[C:9]([C:11]([NH2:30])=[O:13])[N:8]([CH2:16][C:17]4[N:21]([CH3:22])[N:20]=[CH:19][CH:18]=4)[C:7]=3[CH:23]3[CH2:26][CH:25]([C:4]=2[CH:3]=1)[CH2:24]3. The yield is 0.930. (2) The reactants are [Na].[O:2]=[S:3]1(=[O:17])[C:8]2[CH:9]=[N:10][CH:11]=[CH:12][C:7]=2[NH:6][C:5]([CH2:13][C:14]([O-])=[O:15])=[N:4]1.C([O:20][C:21]([C@H:23]1[C@@H:28]([NH:29][CH2:30][C:31]2[CH:36]=[CH:35][C:34]([F:37])=[CH:33][CH:32]=2)[C@H:27]2[CH2:38][C@@H:24]1[CH2:25][CH2:26]2)=O)C.F[P-](F)(F)(F)(F)F.N1(OC(N(C)C)=[N+](C)C)C2N=CC=CC=2N=N1.C(N(CC)CC)C. The catalyst is CN(C)C=O.C(OCC)(=O)C. The product is [O:2]=[S:3]1(=[O:17])[C:8]2[CH:9]=[N:10][CH:11]=[CH:12][C:7]=2[NH:6][C:5]([C:13]2[C:14](=[O:15])[N:29]([CH2:30][C:31]3[CH:32]=[CH:33][C:34]([F:37])=[CH:35][CH:36]=3)[C@@H:28]3[C@H:23]([C:21]=2[OH:20])[C@@H:24]2[CH2:38][C@H:27]3[CH2:26][CH2:25]2)=[N:4]1. The yield is 0.0770. (3) The reactants are [OH:1][CH:2]([CH2:17][O:18][C:19]1[CH:24]=[CH:23][C:22]([OH:25])=[CH:21][CH:20]=1)[CH2:3][N:4]1[CH2:9][CH2:8][C:7]([C:11]2[CH:16]=[CH:15][CH:14]=[CH:13][CH:12]=2)([OH:10])[CH2:6][CH2:5]1.C(OC1C=CC(OCC(O)C[N:42]2C[CH2:46][C:45](C3C=CC=CC=3)(O)[CH2:44][CH2:43]2)=CC=1)C1C=CC=CC=1.C(O)C.[C:61]([O:64][CH2:65][CH3:66])(=O)C. The catalyst is [Pd]. The product is [O:64]1[C:65]2[CH:66]=[CH:46][CH:45]=[CH:44][C:43]=2[N:42]=[C:61]1[O:25][C:22]1[CH:23]=[CH:24][C:19]([O:18][CH2:17][CH:2]([OH:1])[CH2:3][N:4]2[CH2:5][CH2:6][C:7]([C:11]3[CH:16]=[CH:15][CH:14]=[CH:13][CH:12]=3)([OH:10])[CH2:8][CH2:9]2)=[CH:20][CH:21]=1. The yield is 1.00. (4) The reactants are [CH3:1][C:2](=[CH2:16])[CH2:3][CH2:4][O:5][C:6]1[CH:7]=[C:8]([NH:12][C:13](=[O:15])[CH3:14])[CH:9]=[CH:10][CH:11]=1.[Al+3].[Cl-].[Cl-].[Cl-].O. The catalyst is FC1C=CC=CC=1. The product is [CH3:16][C:2]1([CH3:1])[C:11]2[C:6](=[CH:7][C:8]([NH:12][C:13](=[O:15])[CH3:14])=[CH:9][CH:10]=2)[O:5][CH2:4][CH2:3]1. The yield is 0.540. (5) The reactants are [C:1]([O:4][C@H:5]1[CH2:10][C@H:9]([CH3:11])[CH2:8][CH2:7][C@H:6]1[C:12]([OH:14])=O)(=[O:3])[CH3:2].C(Cl)(=O)C([Cl:18])=O. The catalyst is ClCCl.CN(C)C=O. The product is [C:1]([O:4][C@H:5]1[CH2:10][C@H:9]([CH3:11])[CH2:8][CH2:7][C@H:6]1[C:12]([Cl:18])=[O:14])(=[O:3])[CH3:2]. The yield is 0.990.